From a dataset of Peptide-MHC class I binding affinity with 185,985 pairs from IEDB/IMGT. Regression. Given a peptide amino acid sequence and an MHC pseudo amino acid sequence, predict their binding affinity value. This is MHC class I binding data. (1) The peptide sequence is RRMGGLRKY. The MHC is HLA-A68:02 with pseudo-sequence HLA-A68:02. The binding affinity (normalized) is 0.0847. (2) The peptide sequence is RQTALFLLK. The MHC is HLA-A68:01 with pseudo-sequence HLA-A68:01. The binding affinity (normalized) is 0.435.